Dataset: Full USPTO retrosynthesis dataset with 1.9M reactions from patents (1976-2016). Task: Predict the reactants needed to synthesize the given product. (1) Given the product [CH3:3][N:4]1[CH:8]=[C:7]([C:9]([CH:11]2[CH2:16][CH2:15][O:14][CH2:13][CH2:12]2)=[CH:12][C:13]([O:14][CH2:15][CH3:16])=[O:17])[CH:6]=[N:5]1, predict the reactants needed to synthesize it. The reactants are: [H-].[Na+].[CH3:3][N:4]1[CH:8]=[C:7]([C:9]([CH:11]2[CH2:16][CH2:15][O:14][CH2:13][CH2:12]2)=O)[CH:6]=[N:5]1.[OH2:17]. (2) Given the product [I-:21].[C:15]([C:14]1[CH:13]=[CH:12][C:11]([CH2:10][CH:5]2[CH2:6][CH2:7][CH2:8][CH2:9][C:4]2=[N:3][N+:2]([CH3:20])([CH3:1])[CH3:19])=[CH:18][CH:17]=1)#[N:16], predict the reactants needed to synthesize it. The reactants are: [CH3:1][N:2]([CH3:19])[N:3]=[C:4]1[CH2:9][CH2:8][CH2:7][CH2:6][CH:5]1[CH2:10][C:11]1[CH:18]=[CH:17][C:14]([C:15]#[N:16])=[CH:13][CH:12]=1.[CH3:20][I:21].